Dataset: Full USPTO retrosynthesis dataset with 1.9M reactions from patents (1976-2016). Task: Predict the reactants needed to synthesize the given product. Given the product [CH2:29]([O:28][C:23]1[CH:24]=[CH:25][CH:26]=[CH:27][C:22]=1[C:10]1([NH:9][C:8]([N:42]2[CH2:41][CH2:40][N:39]([CH:36]3[CH2:37][CH2:38][N:33]([CH3:32])[CH2:34][CH2:35]3)[CH2:44][CH2:43]2)=[O:7])[C:18]2[C:13](=[CH:14][CH:15]=[C:16]([O:19][CH3:20])[CH:17]=2)[NH:12][C:11]1=[O:21])[CH3:30], predict the reactants needed to synthesize it. The reactants are: C1([O:7][C:8](=O)[NH:9][C:10]2([C:22]3[CH:27]=[CH:26][CH:25]=[CH:24][C:23]=3[O:28][CH2:29][CH3:30])[C:18]3[C:13](=[CH:14][CH:15]=[C:16]([O:19][CH3:20])[CH:17]=3)[NH:12][C:11]2=[O:21])C=CC=CC=1.[CH3:32][N:33]1[CH2:38][CH2:37][CH:36]([N:39]2[CH2:44][CH2:43][NH:42][CH2:41][CH2:40]2)[CH2:35][CH2:34]1.